Dataset: Full USPTO retrosynthesis dataset with 1.9M reactions from patents (1976-2016). Task: Predict the reactants needed to synthesize the given product. (1) Given the product [Cl:43][CH2:19][C:4]1[C:3]([C:2]([F:22])([F:21])[F:1])=[CH:8][N:7]=[C:6]([C:9]2[CH:10]=[N:11][C:12]([C:15]([F:18])([F:17])[F:16])=[N:13][CH:14]=2)[CH:5]=1, predict the reactants needed to synthesize it. The reactants are: [F:1][C:2]([F:22])([F:21])[C:3]1[C:4]([CH2:19]O)=[CH:5][C:6]([C:9]2[CH:10]=[N:11][C:12]([C:15]([F:18])([F:17])[F:16])=[N:13][CH:14]=2)=[N:7][CH:8]=1.[Li+].C[Si]([N-][Si](C)(C)C)(C)C.CC1C=CC(S([Cl:43])(=O)=O)=CC=1. (2) Given the product [C:27]1([CH2:26][CH2:25][CH2:24][NH:21][C:22]([NH:5][CH:4]([C:6]2[CH:7]=[CH:8][C:9]([F:12])=[CH:10][CH:11]=2)[C:3]([O:2][CH3:1])([O:19][CH3:20])[C:13]2[CH:18]=[CH:17][N:16]=[CH:15][CH:14]=2)=[O:23])[CH:32]=[CH:31][CH:30]=[CH:29][CH:28]=1, predict the reactants needed to synthesize it. The reactants are: [CH3:1][O:2][C:3]([O:19][CH3:20])([C:13]1[CH:18]=[CH:17][N:16]=[CH:15][CH:14]=1)[CH:4]([C:6]1[CH:11]=[CH:10][C:9]([F:12])=[CH:8][CH:7]=1)[NH2:5].[N:21]([CH2:24][CH2:25][CH2:26][C:27]1[CH:32]=[CH:31][CH:30]=[CH:29][CH:28]=1)=[C:22]=[O:23]. (3) Given the product [Cl:1][C:2]1[CH:7]=[CH:6][C:5]2[C:14]3[C:15](=[CH:16][C:17]([Cl:20])=[CH:18][CH:19]=3)[C:21]([C:22]#[N:23])=[CH:11][C:4]=2[CH:3]=1, predict the reactants needed to synthesize it. The reactants are: [Cl:1][C:2]1[CH:7]=[CH:6][C:5](B(O)O)=[C:4]([CH:11]=O)[CH:3]=1.Br[C:14]1[CH:19]=[CH:18][C:17]([Cl:20])=[CH:16][C:15]=1[CH2:21][C:22]#[N:23].C(=O)([O-])[O-].[Cs+].[Cs+]. (4) Given the product [Cl:21][C:18]1[N:19]=[CH:20][C:15]([CH:37]([NH:38][S:39]([C:41]([CH3:44])([CH3:43])[CH3:42])=[O:40])[C:24]2[CH:25]=[CH:26][C:27]([F:36])=[C:28]([O:29][C:30]3[CH:35]=[CH:34][CH:33]=[CH:32][CH:31]=3)[C:23]=2[F:22])=[CH:16][CH:17]=1, predict the reactants needed to synthesize it. The reactants are: [H-].C([Al+]CC(C)C)C(C)C.[Mg].[Cl-].[Li+].Br[C:15]1[CH:16]=[CH:17][C:18]([Cl:21])=[N:19][CH:20]=1.[F:22][C:23]1[C:28]([O:29][C:30]2[CH:35]=[CH:34][CH:33]=[CH:32][CH:31]=2)=[C:27]([F:36])[CH:26]=[CH:25][C:24]=1/[CH:37]=[N:38]/[S:39]([C:41]([CH3:44])([CH3:43])[CH3:42])=[O:40]. (5) Given the product [Cl:1][C:2]1[CH:3]=[CH:4][C:5]([O:35][CH3:36])=[C:6]([CH:34]=1)[CH2:7][CH:8]1[C:14](=[O:15])[N:13]([C:16]([NH:18][C@@H:19]([C:20]([NH:22][C:23]2[CH:24]=[CH:52][CH:53]=[CH:48][N:47]=2)=[O:21])[CH2:31][CH3:32])=[O:17])[CH2:12][C:11](=[O:33])[NH:10][CH2:9]1, predict the reactants needed to synthesize it. The reactants are: [Cl:1][C:2]1[CH:3]=[CH:4][C:5]([O:35][CH3:36])=[C:6]([CH:34]=1)[CH2:7][CH:8]1[C:14](=[O:15])[N:13]([C:16]([NH:18][CH:19]([CH2:31][CH3:32])[C:20]([NH:22][CH2:23][C:24](OC(C)(C)C)=O)=[O:21])=[O:17])[CH2:12][C:11](=[O:33])[NH:10][CH2:9]1.Cl.C(OC(=O)CN)(C)(C)C.[NH2:47][C:48]1[CH:53]=[CH:52]C=CN=1.